From a dataset of Catalyst prediction with 721,799 reactions and 888 catalyst types from USPTO. Predict which catalyst facilitates the given reaction. (1) Reactant: C([O:8][C:9]1[C:14](=[O:15])[N:13]=[C:12]([CH2:16][C:17]2([C:22]3[CH:27]=[CH:26][C:25]([Cl:28])=[CH:24][CH:23]=3)[CH2:21][CH2:20][CH2:19][CH2:18]2)[N:11]2[CH2:29][CH2:30][N:31]([CH:34]3[CH2:39][CH2:38][O:37][CH2:36][CH2:35]3)[C:32](=[O:33])[C:10]=12)C1C=CC=CC=1.OS(O)(=O)=O. Product: [Cl:28][C:25]1[CH:26]=[CH:27][C:22]([C:17]2([CH2:16][C:12]3[N:11]4[CH2:29][CH2:30][N:31]([CH:34]5[CH2:39][CH2:38][O:37][CH2:36][CH2:35]5)[C:32](=[O:33])[C:10]4=[C:9]([OH:8])[C:14](=[O:15])[N:13]=3)[CH2:18][CH2:19][CH2:20][CH2:21]2)=[CH:23][CH:24]=1. The catalyst class is: 15. (2) Reactant: [CH3:1][C:2]1([CH3:28])[C:14]2[CH:13]=[C:12]([C:15]3[C:20]4[S:21][C:22]5[CH:27]=[CH:26][CH:25]=[CH:24][C:23]=5[C:19]=4[CH:18]=[CH:17][CH:16]=3)[CH:11]=[CH:10][C:9]=2[C:8]2[C:3]1=[CH:4][CH:5]=[CH:6][CH:7]=2.C([Li])CCC.[B:34](OC)([O:37]C)[O:35]C.Cl. The catalyst class is: 392. Product: [CH3:1][C:2]1([CH3:28])[C:14]2[CH:13]=[C:12]([C:15]3[C:20]4[S:21][C:22]5[C:27]([B:34]([OH:37])[OH:35])=[CH:26][CH:25]=[CH:24][C:23]=5[C:19]=4[CH:18]=[CH:17][CH:16]=3)[CH:11]=[CH:10][C:9]=2[C:8]2[C:3]1=[CH:4][CH:5]=[CH:6][CH:7]=2. (3) Reactant: [OH-].[Li+].C[O:4][C:5]([C@H:7]1[C@H:11]([C:12]2[CH:17]=[CH:16][CH:15]=[C:14]([Br:18])[CH:13]=2)[CH2:10][N:9]([C:19]([O:21][C:22]([CH3:25])([CH3:24])[CH3:23])=[O:20])[CH2:8]1)=[O:6].CO.O1CCCC1. Product: [C:22]([O:21][C:19]([N:9]1[CH2:10][C@@H:11]([C:12]2[CH:17]=[CH:16][CH:15]=[C:14]([Br:18])[CH:13]=2)[C@H:7]([C:5]([OH:6])=[O:4])[CH2:8]1)=[O:20])([CH3:25])([CH3:23])[CH3:24]. The catalyst class is: 6.